This data is from Merck oncology drug combination screen with 23,052 pairs across 39 cell lines. The task is: Regression. Given two drug SMILES strings and cell line genomic features, predict the synergy score measuring deviation from expected non-interaction effect. Drug 1: COc1cc(C2c3cc4c(cc3C(OC3OC5COC(C)OC5C(O)C3O)C3COC(=O)C23)OCO4)cc(OC)c1O. Drug 2: NC1(c2ccc(-c3nc4ccn5c(=O)[nH]nc5c4cc3-c3ccccc3)cc2)CCC1. Cell line: CAOV3. Synergy scores: synergy=160.